This data is from Reaction yield outcomes from USPTO patents with 853,638 reactions. The task is: Predict the reaction yield, written as a fraction of the theoretical maximum amount of product (1.0 means a 100% yield; for example, 0.34 means a 34% yield). (1) The reactants are [Cl:1][C:2]1[CH:11]=[C:10]([CH3:12])[C:9]([N:13]2[CH:17]=[CH:16][CH:15]=[N:14]2)=[CH:8][C:3]=1[C:4](OC)=[O:5].CO.[NH3:20]. No catalyst specified. The product is [Cl:1][C:2]1[CH:11]=[C:10]([CH3:12])[C:9]([N:13]2[CH:17]=[CH:16][CH:15]=[N:14]2)=[CH:8][C:3]=1[C:4]([NH2:20])=[O:5]. The yield is 0.820. (2) The reactants are [C:1]([OH:9])(=O)[C:2]1[CH:7]=[CH:6][CH:5]=[N:4][CH:3]=1.[NH2:10][CH2:11][CH2:12][S:13][S:14][CH2:15][CH2:16][NH:17][C:18](=[O:24])[O:19][C:20]([CH3:23])([CH3:22])[CH3:21].CCN=C=NCCCN(C)C. The catalyst is CC#N.CCOC(C)=O. The product is [C:1]([NH:10][CH2:11][CH2:12][S:13][S:14][CH2:15][CH2:16][NH:17][C:18](=[O:24])[O:19][C:20]([CH3:22])([CH3:21])[CH3:23])(=[O:9])[C:2]1[CH:7]=[CH:6][CH:5]=[N:4][CH:3]=1. The yield is 0.560. (3) The reactants are [CH3:1][C:2]1([CH3:37])[N:6]([C:7]([O:9][C:10]([CH3:13])([CH3:12])[CH3:11])=[O:8])[C@@H:5](/[CH:14]=[CH:15]/[C:16]2[C:25]3[C:20](=[CH:21][CH:22]=[CH:23][CH:24]=3)[N:19]=[C:18]([N:26]3[CH2:32][CH2:31][CH2:30][C:29]4[CH:33]=[CH:34][CH:35]=[CH:36][C:28]=4[CH2:27]3)[CH:17]=2)[CH2:4][O:3]1. The catalyst is [OH-].[Pd+2].[OH-].C(O)C. The product is [CH3:1][C:2]1([CH3:37])[N:6]([C:7]([O:9][C:10]([CH3:11])([CH3:12])[CH3:13])=[O:8])[C@@H:5]([CH2:14][CH2:15][C:16]2[C:25]3[C:20](=[CH:21][CH:22]=[CH:23][CH:24]=3)[N:19]=[C:18]([N:26]3[CH2:32][CH2:31][CH2:30][C:29]4[CH:33]=[CH:34][CH:35]=[CH:36][C:28]=4[CH2:27]3)[CH:17]=2)[CH2:4][O:3]1. The yield is 0.890. (4) The reactants are [CH3:1][O:2][C@@H:3]1[CH2:7][CH2:6][N:5]([C:8]([C:10]2[S:18][C:17]3[C:12](=[N:13][CH:14]=[CH:15][C:16]=3[O:19][C:20]3[CH:21]=[CH:22][C:23]4[C:27]([C:28]([OH:30])=O)=[C:26]([CH3:31])[S:25][C:24]=4[CH:32]=3)[CH:11]=2)=[O:9])[CH2:4]1.[CH2:33]([CH2:35][NH2:36])[OH:34].C(N(CC)C(C)C)(C)C.CN(C(ON1N=NC2C=CC=CC1=2)=[N+](C)C)C.F[P-](F)(F)(F)(F)F. No catalyst specified. The product is [OH:34][CH2:33][CH2:35][NH:36][C:28]([C:27]1[C:23]2[CH:22]=[CH:21][C:20]([O:19][C:16]3[CH:15]=[CH:14][N:13]=[C:12]4[CH:11]=[C:10]([C:8]([N:5]5[CH2:6][CH2:7][C@@H:3]([O:2][CH3:1])[CH2:4]5)=[O:9])[S:18][C:17]=34)=[CH:32][C:24]=2[S:25][C:26]=1[CH3:31])=[O:30]. The yield is 0.280. (5) The reactants are Br[C:2]1[CH:7]=[CH:6][C:5]([C:8]2[N:9]=[N:10][N:11]([CH3:25])[C:12]=2[NH:13][C:14](=[O:24])[O:15][C@@H:16]([C:18]2[CH:23]=[CH:22][CH:21]=[CH:20][CH:19]=2)[CH3:17])=[CH:4][CH:3]=1.[CH2:26]([O:28][C:29]([C:31]1([C:36]2[CH:41]=[CH:40][CH:39]=[C:38](B3OC(C)(C)C(C)(C)O3)[CH:37]=2)[CH2:33][CH:32]1CC)=[O:30])[CH3:27].C1(P(C2CCCCC2)C2C=CC=CC=2C2C(OC)=CC=CC=2OC)CCCCC1.[O-]P([O-])([O-])=O.[K+].[K+].[K+]. The catalyst is O.C(OCC)(=O)C.C([O-])(=O)C.[Pd+2].C([O-])(=O)C.C1(C)C=CC=CC=1. The product is [CH2:26]([O:28][C:29]([C:31]1([C:36]2[CH:37]=[C:38]([C:2]3[CH:7]=[CH:6][C:5]([C:8]4[N:9]=[N:10][N:11]([CH3:25])[C:12]=4[NH:13][C:14]([O:15][C@@H:16]([C:18]4[CH:23]=[CH:22][CH:21]=[CH:20][CH:19]=4)[CH3:17])=[O:24])=[CH:4][CH:3]=3)[CH:39]=[CH:40][CH:41]=2)[CH2:32][CH2:33]1)=[O:30])[CH3:27]. The yield is 0.610. (6) The reactants are [CH:1]1([CH2:7][C:8]2([CH3:25])[C:17]3[C:12](=[CH:13][CH:14]=[CH:15][CH:16]=3)[C:11]([OH:18])=[C:10](C(OCC)=O)[C:9]2=[O:24])[CH2:6][CH2:5][CH2:4][CH2:3][CH2:2]1.Cl. The catalyst is O1CCOCC1. The product is [CH:1]1([CH2:7][C:8]2([CH3:25])[C:17]3[C:12](=[CH:13][CH:14]=[CH:15][CH:16]=3)[C:11]([OH:18])=[CH:10][C:9]2=[O:24])[CH2:2][CH2:3][CH2:4][CH2:5][CH2:6]1. The yield is 0.760. (7) The reactants are [NH:1]1[CH2:4][CH2:3][C@H:2]1[CH2:5][O:6][C:7]1[CH:29]=[CH:28][C:27]([C:30]([F:33])([F:32])[F:31])=[CH:26][C:8]=1[C:9](/[N:11]=[C:12]1/[N:13]([CH2:22][CH:23]2[CH2:25][CH2:24]2)[N:14]([CH3:21])[C:15]([C:17]([CH3:20])([CH3:19])[CH3:18])=[CH:16]/1)=[O:10].C(N(CC)CC)C.[CH3:41][S:42](Cl)(=[O:44])=[O:43].O. The catalyst is C(Cl)Cl. The product is [C:17]([C:15]1[N:14]([CH3:21])[N:13]([CH2:22][CH:23]2[CH2:24][CH2:25]2)/[C:12](=[N:11]/[C:9](=[O:10])[C:8]2[CH:26]=[C:27]([C:30]([F:33])([F:32])[F:31])[CH:28]=[CH:29][C:7]=2[O:6][CH2:5][C@@H:2]2[CH2:3][CH2:4][N:1]2[S:42]([CH3:41])(=[O:44])=[O:43])/[CH:16]=1)([CH3:19])([CH3:18])[CH3:20]. The yield is 0.620.